Task: Predict which catalyst facilitates the given reaction.. Dataset: Catalyst prediction with 721,799 reactions and 888 catalyst types from USPTO Product: [Cl:1][C:2]1[CH:3]=[CH:4][C:5]([O:6][C:7]2[CH:27]=[CH:26][C:10]([O:11][C:12]3[CH:13]=[C:14]([C@:18]([OH:22])([CH3:25])[C:19]([NH2:20])=[O:24])[CH:15]=[CH:16][CH:17]=3)=[C:9]([CH2:28][CH2:29][CH3:30])[CH:8]=2)=[CH:31][CH:32]=1. The catalyst class is: 5. Reactant: [Cl:1][C:2]1[CH:32]=[CH:31][C:5]([O:6][C:7]2[CH:27]=[CH:26][C:10]([O:11][C:12]3[CH:13]=[C:14]([C@@:18]4([CH3:25])[O:22]C(=O)[NH:20][C:19]4=[O:24])[CH:15]=[CH:16][CH:17]=3)=[C:9]([CH2:28][CH2:29][CH3:30])[CH:8]=2)=[CH:4][CH:3]=1.N.